Dataset: Reaction yield outcomes from USPTO patents with 853,638 reactions. Task: Predict the reaction yield, written as a fraction of the theoretical maximum amount of product (1.0 means a 100% yield; for example, 0.34 means a 34% yield). (1) The reactants are Cl[C:2]1[N:7]=[CH:6][N:5]=[C:4]([NH:8][C@@H:9]([C:17]([O:19][CH3:20])=[O:18])[CH2:10][C:11]2[CH:16]=[CH:15][CH:14]=[CH:13][N:12]=2)[CH:3]=1.[CH2:21]([O:28][C:29]1[CH:34]=[CH:33][C:32](B(O)O)=[CH:31][CH:30]=1)[C:22]1[CH:27]=[CH:26][CH:25]=[CH:24][CH:23]=1.C(=O)([O-])[O-].[K+].[K+]. The catalyst is C1C=CC([P]([Pd]([P](C2C=CC=CC=2)(C2C=CC=CC=2)C2C=CC=CC=2)([P](C2C=CC=CC=2)(C2C=CC=CC=2)C2C=CC=CC=2)[P](C2C=CC=CC=2)(C2C=CC=CC=2)C2C=CC=CC=2)(C2C=CC=CC=2)C2C=CC=CC=2)=CC=1.C1C=CC=CC=1. The product is [CH2:21]([O:28][C:29]1[CH:34]=[CH:33][C:32]([C:2]2[N:7]=[CH:6][N:5]=[C:4]([NH:8][C@@H:9]([C:17]([O:19][CH3:20])=[O:18])[CH2:10][C:11]3[CH:16]=[CH:15][CH:14]=[CH:13][N:12]=3)[CH:3]=2)=[CH:31][CH:30]=1)[C:22]1[CH:27]=[CH:26][CH:25]=[CH:24][CH:23]=1. The yield is 0.850. (2) The reactants are [CH3:1][C:2]12[CH:10]([OH:11])[O:9][CH2:8][CH:7]1[CH:6]1[CH2:12][CH:3]2[CH2:4][CH2:5]1.[C:13](OC(=O)C)(=[O:15])[CH3:14]. The catalyst is N1C=CC=CC=1. The product is [C:13]([O:11][CH:10]1[O:9][CH2:8][CH:7]2[C:2]1([CH3:1])[CH:3]1[CH2:12][CH:6]2[CH2:5][CH2:4]1)(=[O:15])[CH3:14]. The yield is 0.960.